From a dataset of Full USPTO retrosynthesis dataset with 1.9M reactions from patents (1976-2016). Predict the reactants needed to synthesize the given product. (1) Given the product [F:22][C:2]([F:1])([F:21])[CH2:3][S:4]([C:5]1[CH:10]=[C:9]([C:11]2[C:12]([C:16]([F:17])([F:18])[F:19])=[N:13][NH:14][CH:15]=2)[CH:8]=[CH:7][C:6]=1[CH3:20])=[O:31], predict the reactants needed to synthesize it. The reactants are: [F:1][C:2]([F:22])([F:21])[CH2:3][S:4][C:5]1[CH:10]=[C:9]([C:11]2[C:12]([C:16]([F:19])([F:18])[F:17])=[N:13][NH:14][CH:15]=2)[CH:8]=[CH:7][C:6]=1[CH3:20].ClC1C=CC=C(C(OO)=[O:31])C=1.S([O-])([O-])=O.[Na+].[Na+]. (2) Given the product [CH3:9][O:8][C:6](=[O:7])[C:5]1[CH:10]=[CH:11][C:2]([Cl:1])=[CH:3][C:4]=1[NH:24][C:23]1[CH:22]=[CH:21][C:16]([C:17]([O:19][CH3:20])=[O:18])=[CH:15][C:14]=1[NH2:13], predict the reactants needed to synthesize it. The reactants are: [Cl:1][C:2]1[CH:11]=[CH:10][C:5]([C:6]([O:8][CH3:9])=[O:7])=[C:4](I)[CH:3]=1.[NH2:13][C:14]1[CH:15]=[C:16]([CH:21]=[CH:22][C:23]=1[NH2:24])[C:17]([O:19][CH3:20])=[O:18].C([O-])([O-])=O.[K+].[K+]. (3) Given the product [NH:23]1[C:31]2[C:26](=[CH:27][CH:28]=[CH:29][CH:30]=2)[C:25]([CH2:32][C@H:33]([NH:37][CH2:38][CH2:39][CH3:40])[CH2:34][CH2:35][CH3:36])=[CH:24]1, predict the reactants needed to synthesize it. The reactants are: [F-].C([N+](CCCC)(CCCC)CCCC)CCC.C([Si](C(C)C)(C(C)C)[N:23]1[C:31]2[C:26](=[CH:27][CH:28]=[CH:29][CH:30]=2)[C:25]([CH2:32][C@H:33]([NH:37][CH2:38][CH2:39][CH3:40])[CH2:34][CH2:35][CH3:36])=[CH:24]1)(C)C.C(=O)([O-])O.[Na+].C(OCC)C. (4) Given the product [CH3:1][C:2]1([CH3:39])[CH2:11][CH:10]=[C:9]([C:12]2[CH:17]=[CH:16][CH:15]=[C:14]([OH:18])[CH:13]=2)[C:8]2[CH:7]=[C:6]([C:26]#[C:27][C:28]3[CH:29]=[CH:30][C:31]([C:32]([OH:34])=[O:33])=[CH:37][CH:38]=3)[CH:5]=[CH:4][C:3]1=2, predict the reactants needed to synthesize it. The reactants are: [CH3:1][C:2]1([CH3:39])[CH2:11][CH:10]=[C:9]([C:12]2[CH:17]=[CH:16][CH:15]=[C:14]([O:18][Si](CC(C)C)(C)C)[CH:13]=2)[C:8]2[CH:7]=[C:6]([C:26]#[C:27][C:28]3[CH:38]=[CH:37][C:31]([C:32]([O:34]CC)=[O:33])=[CH:30][CH:29]=3)[CH:5]=[CH:4][C:3]1=2.[OH-].[Na+].Cl. (5) Given the product [C:16]1([N:1]2[CH2:8][CH2:7][CH2:6][C@H:2]2[C:3]([OH:5])=[O:4])[CH:21]=[CH:20][CH:19]=[CH:18][CH:17]=1, predict the reactants needed to synthesize it. The reactants are: [NH:1]1[CH2:8][CH2:7][CH2:6][C@H:2]1[C:3]([OH:5])=[O:4].C(=O)([O-])[O-].[K+].[K+].I[C:16]1[CH:21]=[CH:20][CH:19]=[CH:18][CH:17]=1.Cl. (6) The reactants are: F[C:2]1[CH:9]=[C:8]([N+:10]([O-:12])=[O:11])[CH:7]=[CH:6][C:3]=1[C:4]#[N:5].[NH:13]1[CH:17]=[CH:16][N:15]=[C:14]1[CH:18]=[O:19].CS(C)=O.C(=O)([O-])[O-].[K+].[K+]. Given the product [CH:18]([C:14]1[N:13]([C:2]2[CH:9]=[C:8]([N+:10]([O-:12])=[O:11])[CH:7]=[CH:6][C:3]=2[C:4]#[N:5])[CH:17]=[CH:16][N:15]=1)=[O:19], predict the reactants needed to synthesize it. (7) Given the product [CH3:15][O:16][C:17]1[C:18]([CH3:33])=[CH:19][CH:20]=[C:21]([CH2:23][C:25]2[CH:26]=[CH:27][C:28]([S:31][CH3:32])=[CH:29][CH:30]=2)[N:22]=1, predict the reactants needed to synthesize it. The reactants are: C([SiH](CC)CC)C.FC(F)(F)C(O)=O.[CH3:15][O:16][C:17]1[N:22]=[C:21]([CH:23]([C:25]2[CH:30]=[CH:29][C:28]([S:31][CH3:32])=[CH:27][CH:26]=2)O)[CH:20]=[CH:19][C:18]=1[CH3:33].C(=O)(O)[O-].[Na+].